From a dataset of Peptide-MHC class I binding affinity with 185,985 pairs from IEDB/IMGT. Regression. Given a peptide amino acid sequence and an MHC pseudo amino acid sequence, predict their binding affinity value. This is MHC class I binding data. (1) The binding affinity (normalized) is 0.534. The MHC is HLA-B53:01 with pseudo-sequence HLA-B53:01. The peptide sequence is MPGTRKVMGI. (2) The peptide sequence is NPANKEESI. The MHC is HLA-B15:01 with pseudo-sequence HLA-B15:01. The binding affinity (normalized) is 0.0847. (3) The peptide sequence is LMMTTIGVV. The MHC is HLA-B15:01 with pseudo-sequence HLA-B15:01. The binding affinity (normalized) is 0.965. (4) The peptide sequence is FSLIFLVRCQ. The MHC is H-2-Db with pseudo-sequence H-2-Db. The binding affinity (normalized) is 0. (5) The peptide sequence is AFHHVAREK. The binding affinity (normalized) is 0. The MHC is HLA-B15:01 with pseudo-sequence HLA-B15:01. (6) The binding affinity (normalized) is 0.0847. The MHC is HLA-B08:01 with pseudo-sequence HLA-B08:01. The peptide sequence is MTRVTNNVY.